Dataset: Peptide-MHC class II binding affinity with 134,281 pairs from IEDB. Task: Regression. Given a peptide amino acid sequence and an MHC pseudo amino acid sequence, predict their binding affinity value. This is MHC class II binding data. (1) The peptide sequence is HPDYAILAARIAVSN. The MHC is DRB1_0405 with pseudo-sequence DRB1_0405. The binding affinity (normalized) is 0.553. (2) The peptide sequence is SAIQGNVTSIHSLLD. The MHC is DRB1_1302 with pseudo-sequence DRB1_1302. The binding affinity (normalized) is 0.620. (3) The peptide sequence is RCLHYTVDKSKPKVYQ. The MHC is H-2-IAd with pseudo-sequence H-2-IAd. The binding affinity (normalized) is 0.382. (4) The peptide sequence is SNMLILNPTQSDSGI. The MHC is DRB1_1302 with pseudo-sequence DRB1_1302. The binding affinity (normalized) is 0.622. (5) The peptide sequence is GIKVGYTAHIRKATE. The MHC is DRB5_0101 with pseudo-sequence DRB5_0101. The binding affinity (normalized) is 0.746. (6) The peptide sequence is YNFATCGLIGLVTFL. The MHC is DRB1_0405 with pseudo-sequence DRB1_0405. The binding affinity (normalized) is 0.378. (7) The peptide sequence is VLEEKLEKEDFTRGK. The MHC is DRB1_1302 with pseudo-sequence DRB1_1302. The binding affinity (normalized) is 0.102. (8) The peptide sequence is VVSRLLIPVPFDPPA. The MHC is HLA-DPA10201-DPB10501 with pseudo-sequence HLA-DPA10201-DPB10501. The binding affinity (normalized) is 0.347. (9) The MHC is HLA-DQA10102-DQB10602 with pseudo-sequence HLA-DQA10102-DQB10602. The peptide sequence is AAATAGSTVYGAFAA. The binding affinity (normalized) is 0.750.